From a dataset of Catalyst prediction with 721,799 reactions and 888 catalyst types from USPTO. Predict which catalyst facilitates the given reaction. (1) Reactant: CC1(C)CO[C:5]2([C:13]3[C:8](=[CH:9][CH:10]=[C:11]([NH:14][S:15]([CH3:18])(=[O:17])=[O:16])[CH:12]=3)[N:7]([CH2:19][C:20]([O:22]C)=[O:21])[C:6]2=[O:24])[O:4]C1.C(O)(C(F)(F)F)=O. Product: [CH3:18][S:15]([NH:14][C:11]1[CH:12]=[C:13]2[C:8](=[CH:9][CH:10]=1)[N:7]([CH2:19][C:20]([OH:22])=[O:21])[C:6](=[O:24])[C:5]2=[O:4])(=[O:16])=[O:17]. The catalyst class is: 38. (2) Product: [C:1]([C:3]1[CH:4]=[CH:5][C:6]([S:9]([NH:12][CH2:26][CH2:25][C:24]([O:28][CH3:29])=[O:27])(=[O:11])=[O:10])=[CH:7][CH:8]=1)#[N:2]. The catalyst class is: 10. Reactant: [C:1]([C:3]1[CH:8]=[CH:7][C:6]([S:9]([NH2:12])(=[O:11])=[O:10])=[CH:5][CH:4]=1)#[N:2].C1CCN2C(=NCCC2)CC1.[C:24]([O:28][CH3:29])(=[O:27])[CH:25]=[CH2:26].